Dataset: Forward reaction prediction with 1.9M reactions from USPTO patents (1976-2016). Task: Predict the product of the given reaction. Given the reactants C(N(CC)CC)C.[CH3:8][N:9]1[C:17]2[C:12](=[CH:13][CH:14]=[CH:15][CH:16]=2)[C:11]([CH:18]=[O:19])=[N:10]1.[F:20][C:21]1[CH:38]=[CH:37][C:24]([CH:25]=[N:26][C:27]2[CH:32]=[C:31]([O:33][CH3:34])[CH:30]=[C:29]([O:35][CH3:36])[CH:28]=2)=[CH:23][CH:22]=1, predict the reaction product. The product is: [CH3:34][O:33][C:31]1[CH:32]=[C:27]([NH:26][CH:25]([C:24]2[CH:23]=[CH:22][C:21]([F:20])=[CH:38][CH:37]=2)[C:18]([C:11]2[C:12]3[C:17](=[CH:16][CH:15]=[CH:14][CH:13]=3)[N:9]([CH3:8])[N:10]=2)=[O:19])[CH:28]=[C:29]([O:35][CH3:36])[CH:30]=1.